This data is from Retrosynthesis with 50K atom-mapped reactions and 10 reaction types from USPTO. The task is: Predict the reactants needed to synthesize the given product. (1) Given the product CC(C)(C)OC(=O)N1CC(C(=O)O)C(c2cccc(F)c2)C1, predict the reactants needed to synthesize it. The reactants are: CC(C)(C)OC(=O)N1CC(C(=O)O)=C(c2cccc(F)c2)C1. (2) The reactants are: O=C(O)c1cccc2[nH]ccc12. Given the product O=C(O)c1cccc2c1CCN2, predict the reactants needed to synthesize it. (3) Given the product Cc1ccc(F)cc1C1CC(=O)N(CC(=O)OC(C)(C)C)C(c2cccc(Cl)c2)C12C(=O)Nc1cc(Cl)ccc12, predict the reactants needed to synthesize it. The reactants are: CC(C)(C)OC(=O)CBr.Cc1ccc(F)cc1C1CC(=O)NC(c2cccc(Cl)c2)C12C(=O)Nc1cc(Cl)ccc12. (4) Given the product COc1cc(N)c(CCCCC(=O)O)cc1OC, predict the reactants needed to synthesize it. The reactants are: CCOC(=O)CCCCc1cc(OC)c(OC)cc1N. (5) Given the product Cc1ncc(CO)cc1N(C)c1ccnc(Nc2cc(N3CCOCC3)cc(N3CCOCC3)c2)n1, predict the reactants needed to synthesize it. The reactants are: Cc1nc(Cl)c(CO)cc1N(C)c1ccnc(Nc2cc(N3CCOCC3)cc(N3CCOCC3)c2)n1. (6) Given the product O=C1Nc2ccc(-c3cc(F)c(C(F)(F)F)c(F)c3)cc2CC1O, predict the reactants needed to synthesize it. The reactants are: Fc1cc(Br)cc(F)c1C(F)(F)F.O=C1Nc2ccc(Br)cc2CC1O. (7) Given the product CN(CC(=O)c1ccc(F)cc1)Cc1ccccc1, predict the reactants needed to synthesize it. The reactants are: CNCc1ccccc1.O=C(CCl)c1ccc(F)cc1. (8) Given the product Cn1c(C(F)(F)F)cc(=O)n(-c2cc(N)c(Cl)cc2F)c1=O, predict the reactants needed to synthesize it. The reactants are: Cn1c(C(F)(F)F)cc(=O)n(-c2cc([N+](=O)[O-])c(Cl)cc2F)c1=O.